Dataset: Reaction yield outcomes from USPTO patents with 853,638 reactions. Task: Predict the reaction yield, written as a fraction of the theoretical maximum amount of product (1.0 means a 100% yield; for example, 0.34 means a 34% yield). (1) The reactants are [CH3:1][N:2]([CH3:32])[C:3]([C:5]1[N:26]([CH:27]2[CH2:31][CH2:30][CH2:29][CH2:28]2)[C:8]2[N:9]=[C:10]([NH:13][C:14]3[CH:19]=[CH:18][C:17]([N:20]4[CH2:25][CH2:24][NH:23][CH2:22][CH2:21]4)=[CH:16][N:15]=3)[N:11]=[CH:12][C:7]=2[CH:6]=1)=[O:4].Br[CH2:34][CH2:35][O:36][CH:37]([CH3:39])[CH3:38]. No catalyst specified. The product is [CH3:1][N:2]([CH3:32])[C:3]([C:5]1[N:26]([CH:27]2[CH2:31][CH2:30][CH2:29][CH2:28]2)[C:8]2[N:9]=[C:10]([NH:13][C:14]3[CH:19]=[CH:18][C:17]([N:20]4[CH2:21][CH2:22][N:23]([CH2:34][CH2:35][O:36][CH:37]([CH3:39])[CH3:38])[CH2:24][CH2:25]4)=[CH:16][N:15]=3)[N:11]=[CH:12][C:7]=2[CH:6]=1)=[O:4]. The yield is 0.860. (2) No catalyst specified. The reactants are OS(O)(=O)=O.[N+:6]([O-:9])(O)=[O:7].[Br:10][C:11]1[CH:19]=[CH:18][C:17]([F:20])=[CH:16][C:12]=1[C:13]([OH:15])=[O:14]. The product is [Br:10][C:11]1[C:19]([N+:6]([O-:9])=[O:7])=[CH:18][C:17]([F:20])=[CH:16][C:12]=1[C:13]([OH:15])=[O:14]. The yield is 0.490. (3) The product is [Cl:1][C:2]1[C:3]([CH:10]([O:13][CH3:14])[O:11][CH3:12])=[C:4]([O:9][CH:16]([F:21])[F:20])[CH:5]=[CH:6][C:7]=1[F:8]. The catalyst is CN(C=O)C. The reactants are [Cl:1][C:2]1[C:3]([CH:10]([O:13][CH3:14])[O:11][CH3:12])=[C:4]([OH:9])[CH:5]=[CH:6][C:7]=1[F:8].Cl[C:16]([F:21])([F:20])C([O-])=O.[Na+].C(=O)([O-])[O-].[K+].[K+].O. The yield is 0.630. (4) The reactants are N#N.[F:3][C:4]1[CH:5]=[C:6]([N:10]2[CH:14]=[C:13]([N:15]([CH3:23])[C:16](=[O:22])[O:17][C:18]([CH3:21])([CH3:20])[CH3:19])[C:12]([CH:24]=[CH2:25])=[N:11]2)[CH:7]=[N:8][CH:9]=1. The catalyst is CO.[Pd]. The product is [CH2:24]([C:12]1[C:13]([N:15]([CH3:23])[C:16](=[O:22])[O:17][C:18]([CH3:21])([CH3:19])[CH3:20])=[CH:14][N:10]([C:6]2[CH:7]=[N:8][CH:9]=[C:4]([F:3])[CH:5]=2)[N:11]=1)[CH3:25]. The yield is 0.840. (5) The reactants are [CH2:1]([O:8][C:9]1[CH:10]=[C:11]([S:22][CH2:23][CH2:24]C(OC)=O)[CH:12]=[N:13][C:14]=1[NH:15][C:16]1[S:17][CH:18]=[C:19]([CH3:21])[N:20]=1)[C:2]1[CH:7]=[CH:6][CH:5]=[CH:4][CH:3]=1.CC([O-])(C)C.[K+].[Cl:35]CC1[CH:42]=[CH:41][C:40]([O:43][CH3:44])=[CH:39][CH:38]=1.Cl. No catalyst specified. The product is [ClH:35].[CH3:44][O:43][C:40]1[CH:41]=[CH:42][C:24]([CH2:23][S:22][C:11]2[CH:10]=[C:9]([O:8][CH2:1][C:2]3[CH:7]=[CH:6][CH:5]=[CH:4][CH:3]=3)[C:14]([NH:15][C:16]3[S:17][CH:18]=[C:19]([CH3:21])[N:20]=3)=[N:13][CH:12]=2)=[CH:38][CH:39]=1. The yield is 0.783. (6) The reactants are Cl[C:2]1[CH:11]=[CH:10][N:9]=[C:8]2[C:3]=1[C:4]1[CH:16]=[CH:15][C:14]([C:17]([O:19][CH3:20])=[O:18])=[CH:13][C:5]=1[C:6](=[O:12])[NH:7]2.[NH2:21][C:22]1[CH:27]=[CH:26][C:25]([NH:28][C:29](=[O:36])[C:30]2[CH:35]=[CH:34][CH:33]=[CH:32][CH:31]=2)=[CH:24][CH:23]=1.Cl. The catalyst is CN1C(=O)CCC1.O. The product is [C:29]([NH:28][C:25]1[CH:24]=[CH:23][C:22]([NH:21][C:2]2[CH:11]=[CH:10][N:9]=[C:8]3[C:3]=2[C:4]2[CH:16]=[CH:15][C:14]([C:17]([O:19][CH3:20])=[O:18])=[CH:13][C:5]=2[C:6](=[O:12])[NH:7]3)=[CH:27][CH:26]=1)(=[O:36])[C:30]1[CH:31]=[CH:32][CH:33]=[CH:34][CH:35]=1. The yield is 0.960. (7) The reactants are [Cl:1][C:2]1[CH:3]=[CH:4][C:5]([O:19][CH3:20])=[C:6]([CH:18]=1)[C:7]([NH:9][CH2:10][CH2:11][C:12]1[CH:17]=[CH:16][CH:15]=[CH:14][CH:13]=1)=[O:8].[Cl:21][S:22](O)(=[O:24])=[O:23]. The catalyst is C(Cl)Cl. The product is [Cl:1][C:2]1[CH:3]=[CH:4][C:5]([O:19][CH3:20])=[C:6]([C:7]([NH:9][CH2:10][CH2:11][C:12]2[CH:13]=[CH:14][C:15]([S:22]([Cl:21])(=[O:24])=[O:23])=[CH:16][CH:17]=2)=[O:8])[CH:18]=1. The yield is 0.520. (8) The reactants are [C:1]12([C:12]([O:14]C)=[O:13])[CH2:7][C:4]([C:8]([O:10][CH3:11])=[O:9])([CH2:5][CH2:6]1)[CH2:3][CH2:2]2.[OH-].[K+].O. The catalyst is CO. The product is [CH3:11][O:10][C:8]([C:4]12[CH2:7][C:1]([C:12]([OH:14])=[O:13])([CH2:6][CH2:5]1)[CH2:2][CH2:3]2)=[O:9]. The yield is 0.710.